Dataset: M1 muscarinic receptor agonist screen with 61,833 compounds. Task: Binary Classification. Given a drug SMILES string, predict its activity (active/inactive) in a high-throughput screening assay against a specified biological target. (1) The compound is S(=O)(=O)(N1CCCCC1)c1c(ccc(c1)C(=O)NCc1cc2OCOc2cc1)C. The result is 0 (inactive). (2) The compound is s1c(NC(=O)CN2CCOCC2)nc2c1cc(cc2)C. The result is 0 (inactive). (3) The molecule is O=C(N1CC(CCC1)C)C1CCN(CC1)CCCc1ccccc1. The result is 0 (inactive). (4) The compound is o1c2c(C(N(C2=O)c2ncc(cc2)C)c2cc(OC)c(OCC)cc2)c(=O)c2c1cccc2. The result is 0 (inactive). (5) The molecule is Fc1cc(C(=O)N2CCN(CC2)CC(=O)Nc2c(F)cccc2)ccc1. The result is 0 (inactive). (6) The compound is s1c2c(CCC2)c(c1NC(=O)CNCc1occc1)C(=O)Nc1c(OC)cc(OC)cc1. The result is 0 (inactive). (7) The molecule is O1c2c(OC1)ccc(CNC(=O)COc1nc3c(nc1C)cccc3)c2. The result is 0 (inactive). (8) The compound is o1nc2n3c(nnc3CC(OCC)=O)c(Nc3ccc(cc3)C)nc2n1. The result is 0 (inactive). (9) The drug is O=C(NCCCC(O)=O)CCNC(=O)c1ccc(OCC)cc1. The result is 0 (inactive).